This data is from Forward reaction prediction with 1.9M reactions from USPTO patents (1976-2016). The task is: Predict the product of the given reaction. (1) Given the reactants [Cl:1][C:2]1[CH:3]=[C:4]([CH:20]=[CH:21][CH:22]=1)[CH2:5][O:6][C:7]1[CH:16]=[C:15]2[C:10]([CH:11]=[C:12]([C:17](Cl)=[O:18])[CH:13]=[N:14]2)=[CH:9][CH:8]=1.[NH2:23][CH2:24][CH2:25][NH:26][C:27](=[O:33])[O:28][C:29]([CH3:32])([CH3:31])[CH3:30].C(N(CC)CC)C, predict the reaction product. The product is: [Cl:1][C:2]1[CH:3]=[C:4]([CH:20]=[CH:21][CH:22]=1)[CH2:5][O:6][C:7]1[CH:16]=[C:15]2[C:10]([CH:11]=[C:12]([C:17]([NH:23][CH2:24][CH2:25][NH:26][C:27](=[O:33])[O:28][C:29]([CH3:31])([CH3:30])[CH3:32])=[O:18])[CH:13]=[N:14]2)=[CH:9][CH:8]=1. (2) Given the reactants [Br:1][C:2]1[CH:7]=[CH:6][C:5]([CH2:8][C:9]([C:11]2[CH:12]=[N:13][CH:14]=[CH:15][CH:16]=2)=O)=[CH:4][CH:3]=1.Cl.[NH2:18][OH:19].C(=O)(O)[O-].[Na+], predict the reaction product. The product is: [Br:1][C:2]1[CH:7]=[CH:6][C:5]([CH2:8][C:9]([C:11]2[CH:12]=[N:13][CH:14]=[CH:15][CH:16]=2)=[N:18][OH:19])=[CH:4][CH:3]=1.